This data is from Forward reaction prediction with 1.9M reactions from USPTO patents (1976-2016). The task is: Predict the product of the given reaction. (1) The product is: [Cl:18][C:19]1[N:24]=[C:23]([NH:17][C:11]2[CH:12]=[CH:13][C:14]3[C:9]([CH:10]=2)=[N:8][N:7]([CH3:6])[C:15]=3[CH3:16])[CH:22]=[CH:21][N:20]=1. Given the reactants C(=O)(O)[O-].[Na+].[CH3:6][N:7]1[C:15]([CH3:16])=[C:14]2[C:9]([CH:10]=[C:11]([NH2:17])[CH:12]=[CH:13]2)=[N:8]1.[Cl:18][C:19]1[N:24]=[C:23](Cl)[CH:22]=[CH:21][N:20]=1.CO.O, predict the reaction product. (2) Given the reactants [Cl:1][C:2]1[CH:3]=[CH:4][C:5]2[N:6]([C:8]([CH2:18][NH:19][C:20]3[N:25]=[C:24]([CH:26]4[CH2:30][CH2:29][CH2:28][N:27]4C(OC(C)(C)C)=O)[CH:23]=[CH:22][N:21]=3)=[C:9]([C:11]3[CH:16]=[CH:15][C:14]([F:17])=[CH:13][CH:12]=3)[N:10]=2)[CH:7]=1.FC(F)(F)C(O)=O, predict the reaction product. The product is: [Cl:1][C:2]1[CH:3]=[CH:4][C:5]2[N:6]([C:8]([CH2:18][NH:19][C:20]3[N:25]=[C:24]([CH:26]4[CH2:30][CH2:29][CH2:28][NH:27]4)[CH:23]=[CH:22][N:21]=3)=[C:9]([C:11]3[CH:12]=[CH:13][C:14]([F:17])=[CH:15][CH:16]=3)[N:10]=2)[CH:7]=1. (3) Given the reactants [CH3:1][C:2]([C:4]1[CH:9]=[CH:8][C:7]([Br:10])=[CH:6][CH:5]=1)=O.[CH3:11][NH:12][NH2:13].[CH3:14]N(C=O)C, predict the reaction product. The product is: [Br:10][C:7]1[CH:8]=[CH:9][C:4]([C:2]2[N:13]([CH3:14])[N:12]=[CH:11][CH:1]=2)=[CH:5][CH:6]=1. (4) The product is: [OH:39][CH:13]([CH2:14][CH2:15][CH2:16][CH2:17][CH3:18])[CH2:12][CH2:11][CH:10]=[CH:9][CH2:8][CH:7]=[CH:6][CH2:5][CH2:4][CH2:3][CH2:2][C:1]([OH:20])=[O:19]. Given the reactants [C:1]([OH:20])(=[O:19])[CH2:2][CH2:3][CH2:4][CH2:5][CH2:6][CH2:7][CH2:8]/[CH:9]=[CH:10]\[CH2:11]/[CH:12]=[CH:13]\[CH2:14][CH2:15][CH2:16][CH2:17][CH3:18].C(O)(=[O:39])CCCC/C=C\C/C=C\C/C=C\CCCCC, predict the reaction product. (5) Given the reactants Cl[C:2]1[CH:11]=[C:10]2[C:5]([CH:6]=[C:7]([C:14]3[CH:15]=[C:16]([NH:21][C:22]([NH:24][C:25]4[CH:30]=[CH:29][CH:28]=[CH:27][CH:26]=4)=[O:23])[CH:17]=[CH:18][C:19]=3[CH3:20])[C:8](=[O:13])[N:9]2[CH3:12])=[CH:4][N:3]=1.[CH3:31][NH:32][CH3:33], predict the reaction product. The product is: [CH3:31][N:32]([CH3:33])[C:2]1[CH:11]=[C:10]2[C:5]([CH:6]=[C:7]([C:14]3[CH:15]=[C:16]([NH:21][C:22]([NH:24][C:25]4[CH:30]=[CH:29][CH:28]=[CH:27][CH:26]=4)=[O:23])[CH:17]=[CH:18][C:19]=3[CH3:20])[C:8](=[O:13])[N:9]2[CH3:12])=[CH:4][N:3]=1. (6) Given the reactants [CH3:1][C:2]1[CH:7]=[CH:6][C:5]([S:8]([O:11][CH2:12][CH:13]([OH:29])[CH2:14][C:15]2[CH:20]=[CH:19][CH:18]=[C:17]([CH2:21][C:22]3[CH:27]=[CH:26][CH:25]=[CH:24][CH:23]=3)[C:16]=2O)(=[O:10])=[O:9])=[CH:4][CH:3]=1.C1(P(C2C=CC=CC=2)C2C=CC=CC=2)C=CC=CC=1.CCOC(/N=N/C(OCC)=O)=O.CC1C=CC(S(OCC2CC3C=CC(OC)=CC=3O2)(=O)=O)=CC=1, predict the reaction product. The product is: [CH3:1][C:2]1[CH:3]=[CH:4][C:5]([S:8]([O:11][CH2:12][CH:13]2[CH2:14][C:15]3[CH:20]=[CH:19][CH:18]=[C:17]([CH2:21][C:22]4[CH:23]=[CH:24][CH:25]=[CH:26][CH:27]=4)[C:16]=3[O:29]2)(=[O:9])=[O:10])=[CH:6][CH:7]=1. (7) Given the reactants Br[C:2]1[CH:3]=[N:4][C:5]2[N:6]([N:8]=[C:9]([C:13]3[CH:18]=[CH:17][C:16]([O:19][C:20]4[CH:25]=[CH:24][CH:23]=[CH:22][CH:21]=4)=[CH:15][CH:14]=3)[C:10]=2[C:11]#[N:12])[CH:7]=1.[NH2:26][C:27]1[CH:32]=[CH:31][CH:30]=[CH:29][C:28]=1B(O)O.C([O-])([O-])=O.[Cs+].[Cs+], predict the reaction product. The product is: [NH2:26][C:27]1[CH:32]=[CH:31][CH:30]=[CH:29][C:28]=1[C:2]1[CH:3]=[N:4][C:5]2[N:6]([N:8]=[C:9]([C:13]3[CH:18]=[CH:17][C:16]([O:19][C:20]4[CH:25]=[CH:24][CH:23]=[CH:22][CH:21]=4)=[CH:15][CH:14]=3)[C:10]=2[C:11]#[N:12])[CH:7]=1. (8) Given the reactants Br[C:2]1[CH:7]=[CH:6][C:5]([NH:8][C:9](=[O:11])[CH3:10])=[C:4]([CH3:12])[C:3]=1[Cl:13].[Cu](C#N)[C:15]#[N:16].O, predict the reaction product. The product is: [Cl:13][C:3]1[C:4]([CH3:12])=[C:5]([NH:8][C:9](=[O:11])[CH3:10])[CH:6]=[CH:7][C:2]=1[C:15]#[N:16]. (9) Given the reactants [NH:1]([C:3]1[CH:8]=[CH:7][CH:6]=[CH:5][N:4]=1)[NH2:2].CCN([CH2:14][CH3:15])CC.C([CH:18]([C:22](Cl)=[O:23])[C:19](Cl)=[O:20])C.C1C[O:28]CC1, predict the reaction product. The product is: [N:4]1[CH:5]=[CH:6][CH:7]=[CH:8][C:3]=1[NH:1][NH:2][C:22]([CH2:18][C:19]([O:20][CH2:14][CH3:15])=[O:28])=[O:23].